From a dataset of Peptide-MHC class I binding affinity with 185,985 pairs from IEDB/IMGT. Regression. Given a peptide amino acid sequence and an MHC pseudo amino acid sequence, predict their binding affinity value. This is MHC class I binding data. (1) The peptide sequence is GIPHPAGLK. The MHC is HLA-B40:01 with pseudo-sequence HLA-B40:01. The binding affinity (normalized) is 0. (2) The peptide sequence is GYDRRGEKY. The MHC is HLA-A69:01 with pseudo-sequence HLA-A69:01. The binding affinity (normalized) is 0.0847. (3) The peptide sequence is VMFNGVTFST. The MHC is HLA-A02:06 with pseudo-sequence HLA-A02:06. The binding affinity (normalized) is 0.549. (4) The peptide sequence is RVLTARKTV. The MHC is HLA-A02:03 with pseudo-sequence HLA-A02:03. The binding affinity (normalized) is 0.0847. (5) The peptide sequence is NIAAPYLPF. The MHC is HLA-B35:01 with pseudo-sequence HLA-B35:01. The binding affinity (normalized) is 0.787. (6) The peptide sequence is LFSTSAADIK. The MHC is HLA-A03:01 with pseudo-sequence HLA-A03:01. The binding affinity (normalized) is 0.0866.